The task is: Predict the product of the given reaction.. This data is from Forward reaction prediction with 1.9M reactions from USPTO patents (1976-2016). (1) The product is: [CH2:1]([O:3][C:4](=[O:18])[CH2:5][S:6][C:7]1[NH:11][C:10]2[C:12]([CH:31]=[O:32])=[C:13]([O:16][CH3:17])[CH:14]=[CH:15][C:9]=2[N:8]=1)[CH3:2]. Given the reactants [CH2:1]([O:3][C:4](=[O:18])[CH2:5][S:6][C:7]1[NH:11][C:10]2[CH:12]=[C:13]([O:16][CH3:17])[CH:14]=[CH:15][C:9]=2[N:8]=1)[CH3:2].C1N2CN3CN(C2)CN1C3.FC(F)(F)[C:31](O)=[O:32], predict the reaction product. (2) Given the reactants Cl.[CH3:2][C:3]1[CH:8]=[C:7]([N:9]([CH3:21])[CH2:10][C:11]2[CH:16]=[CH:15][C:14]([C:17]([F:20])([F:19])[F:18])=[CH:13][CH:12]=2)[CH:6]=[C:5]([CH3:22])[C:4]=1[NH:23]C(=O)C.[OH-].[K+], predict the reaction product. The product is: [CH3:2][C:3]1[CH:8]=[C:7]([N:9]([CH3:21])[CH2:10][C:11]2[CH:12]=[CH:13][C:14]([C:17]([F:18])([F:19])[F:20])=[CH:15][CH:16]=2)[CH:6]=[C:5]([CH3:22])[C:4]=1[NH2:23].